Task: Predict the reactants needed to synthesize the given product.. Dataset: Full USPTO retrosynthesis dataset with 1.9M reactions from patents (1976-2016) (1) The reactants are: [F:1][C:2]([F:18])([F:17])[C:3]1[CH:8]=[CH:7][C:6]([C:9]2[N:14]=[N:13][C:12]([CH2:15][OH:16])=[CH:11][CH:10]=2)=[CH:5][CH:4]=1.[CH2:19]([O:21][C:22](=[O:35])[C:23]([O:26][C:27]1[CH:32]=[CH:31][C:30](O)=[CH:29][C:28]=1[CH3:34])([CH3:25])[CH3:24])[CH3:20].C(P(CCCC)CCCC)CCC.CN(C)C(N=NC(N(C)C)=O)=O. Given the product [CH2:19]([O:21][C:22](=[O:35])[C:23]([CH3:25])([O:26][C:27]1[CH:32]=[CH:31][C:30]([O:16][CH2:15][C:12]2[N:13]=[N:14][C:9]([C:6]3[CH:5]=[CH:4][C:3]([C:2]([F:1])([F:17])[F:18])=[CH:8][CH:7]=3)=[CH:10][CH:11]=2)=[CH:29][C:28]=1[CH3:34])[CH3:24])[CH3:20], predict the reactants needed to synthesize it. (2) Given the product [C:13]([O:12][C:10]([N:1]1[CH:5]2[CH2:6][N:7]([CH2:24][CH2:25][CH2:26][Cl:27])[CH2:8][CH2:9][CH:4]2[CH2:3][CH2:2]1)=[O:11])([CH3:16])([CH3:15])[CH3:14], predict the reactants needed to synthesize it. The reactants are: [N:1]1([C:10]([O:12][C:13]([CH3:16])([CH3:15])[CH3:14])=[O:11])[CH:5]2[CH2:6][NH:7][CH2:8][CH2:9][CH:4]2[CH2:3][CH2:2]1.C([O-])([O-])=O.[K+].[K+].Br[CH2:24][CH2:25][CH2:26][Cl:27]. (3) Given the product [C:11](/[C:10](=[N:9]\[O:8][CH2:7][C:5]1[N:6]=[C:2]([NH:1][C:34](=[O:35])[O:33][CH2:32][CH2:31][C:25]2[CH:30]=[CH:29][CH:28]=[CH:27][CH:26]=2)[S:3][CH:4]=1)/[C:13]1[CH:18]=[CH:17][CH:16]=[CH:15][CH:14]=1)#[N:12], predict the reactants needed to synthesize it. The reactants are: [NH2:1][C:2]1[S:3][CH:4]=[C:5]([CH2:7][O:8]/[N:9]=[C:10](/[C:13]2[CH:18]=[CH:17][CH:16]=[CH:15][CH:14]=2)\[C:11]#[N:12])[N:6]=1.N1C=CC=CC=1.[C:25]1([CH2:31][CH2:32][O:33][C:34](Cl)=[O:35])[CH:30]=[CH:29][CH:28]=[CH:27][CH:26]=1. (4) Given the product [CH3:1][CH2:2][C:3]1[C:12]2[CH2:13][N:14]3[C:19](=[O:20])[C:18]4[CH2:21][O:22][C:23]([C@:25]([OH:28])([CH2:26][CH3:27])[C:17]=4[CH:16]=[C:15]3[C:11]=2[N:10]=[C:9]2[C:4]=1[CH:5]=[C:6]([O:29][C:30]([N:32]1[CH2:33][CH2:34][CH:35]([N:38]3[CH2:43][CH2:42][CH2:41][CH2:40][CH2:39]3)[CH2:36][CH2:37]1)=[O:31])[CH:7]=[CH:8]2)=[O:24].[OH2:20].[OH2:20].[OH2:20].[ClH:44], predict the reactants needed to synthesize it. The reactants are: [CH3:1][CH2:2][C:3]1[C:12]2[CH2:13][N:14]3[C:19](=[O:20])[C:18]4[CH2:21][O:22][C:23]([C@:25]([OH:28])([CH2:26][CH3:27])[C:17]=4[CH:16]=[C:15]3[C:11]=2[N:10]=[C:9]2[C:4]=1[CH:5]=[C:6]([O:29][C:30]([N:32]1[CH2:37][CH2:36][CH:35]([N:38]3[CH2:43][CH2:42][CH2:41][CH2:40][CH2:39]3)[CH2:34][CH2:33]1)=[O:31])[CH:7]=[CH:8]2)=[O:24].[ClH:44].